Predict the reaction yield, written as a fraction of the theoretical maximum amount of product (1.0 means a 100% yield; for example, 0.34 means a 34% yield). From a dataset of Reaction yield outcomes from USPTO patents with 853,638 reactions. The reactants are [F:1][C:2]1[CH:3]=[C:4]2[C:9](=[CH:10][CH:11]=1)[CH2:8][N:7]([CH2:12][CH2:13][NH:14][C:15](=O)[C:16]1[CH:21]=[C:20]([NH:22][S:23]([CH3:26])(=[O:25])=[O:24])[CH:19]=[C:18]([CH2:27][CH3:28])[CH:17]=1)[CH:6]([CH2:30][C:31]1[CH:36]=[CH:35][C:34]([F:37])=[CH:33][CH:32]=1)[CH2:5]2.Cl.C(=O)(O)[O-].[Na+]. The catalyst is C1COCC1. The product is [CH3:26][S:23]([NH:22][C:20]1[CH:21]=[C:16]([CH:17]=[C:18]([CH2:27][CH3:28])[CH:19]=1)[CH2:15][NH:14][CH2:13][CH2:12][N:7]1[CH:6]([CH2:30][C:31]2[CH:36]=[CH:35][C:34]([F:37])=[CH:33][CH:32]=2)[CH2:5][C:4]2[C:9](=[CH:10][CH:11]=[C:2]([F:1])[CH:3]=2)[CH2:8]1)(=[O:25])=[O:24]. The yield is 0.700.